From a dataset of Reaction yield outcomes from USPTO patents with 853,638 reactions. Predict the reaction yield, written as a fraction of the theoretical maximum amount of product (1.0 means a 100% yield; for example, 0.34 means a 34% yield). The reactants are [C:1]([O:6][C:7]1[CH:12]=[CH:11][C:10](Cl)=[CH:9][CH:8]=1)([CH2:4][CH3:5])([CH3:3])[CH3:2].[Mg].B(OC)(OC)[O:16]C.OO. The catalyst is C(O)(=O)C.O1CCCC1. The product is [CH3:5][CH2:4][C:1]([O:6][C:7]1[CH:12]=[CH:11][C:10]([OH:16])=[CH:9][CH:8]=1)([CH3:3])[CH3:2]. The yield is 0.690.